This data is from NCI-60 drug combinations with 297,098 pairs across 59 cell lines. The task is: Regression. Given two drug SMILES strings and cell line genomic features, predict the synergy score measuring deviation from expected non-interaction effect. (1) Drug 1: CC1=C2C(C(=O)C3(C(CC4C(C3C(C(C2(C)C)(CC1OC(=O)C(C(C5=CC=CC=C5)NC(=O)OC(C)(C)C)O)O)OC(=O)C6=CC=CC=C6)(CO4)OC(=O)C)OC)C)OC. Drug 2: C1=C(C(=O)NC(=O)N1)F. Cell line: HT29. Synergy scores: CSS=88.8, Synergy_ZIP=8.11, Synergy_Bliss=7.89, Synergy_Loewe=11.9, Synergy_HSA=14.0. (2) Drug 1: C1CN1P(=S)(N2CC2)N3CC3. Drug 2: C1C(C(OC1N2C=NC3=C2NC=NCC3O)CO)O. Cell line: UACC-257. Synergy scores: CSS=5.55, Synergy_ZIP=-3.22, Synergy_Bliss=0.0173, Synergy_Loewe=-0.599, Synergy_HSA=0.268. (3) Drug 1: CCN(CC)CCCC(C)NC1=C2C=C(C=CC2=NC3=C1C=CC(=C3)Cl)OC. Drug 2: C1C(C(OC1N2C=NC(=NC2=O)N)CO)O. Cell line: SF-295. Synergy scores: CSS=5.74, Synergy_ZIP=-4.72, Synergy_Bliss=-2.81, Synergy_Loewe=-7.33, Synergy_HSA=-7.55.